This data is from Reaction yield outcomes from USPTO patents with 853,638 reactions. The task is: Predict the reaction yield, written as a fraction of the theoretical maximum amount of product (1.0 means a 100% yield; for example, 0.34 means a 34% yield). (1) The reactants are [OH:1][C:2]1[CH:7]=[CH:6][C:5]([CH2:8][C:9]([OH:11])=[O:10])=[CH:4][CH:3]=1.[C:12](OC(O[C:12]([CH3:15])([CH3:14])[CH3:13])N(C)C)([CH3:15])([CH3:14])[CH3:13].C(OCC)(=O)C. The catalyst is C1(C)C=CC=CC=1.CCCCCC. The product is [C:12]([O:10][C:9](=[O:11])[CH2:8][C:5]1[CH:4]=[CH:3][C:2]([OH:1])=[CH:7][CH:6]=1)([CH3:15])([CH3:14])[CH3:13]. The yield is 0.560. (2) The reactants are P(O)([O-])([O-])=O.[Na+].[Na+].[Br:8][C:9]1[C:15]([C:16]([F:19])([F:18])[F:17])=[CH:14][C:12]([NH2:13])=[CH:11][C:10]=1[C:20]([F:23])([F:22])[F:21].[OH:24]OS([O-])=O.[K+].[OH-:30].[K+]. The catalyst is S([O-])(O)(=O)=O.C([N+](CCCC)(CCCC)CCCC)CCC.CC(C)=O.ClCCl. The product is [Br:8][C:9]1[C:15]([C:16]([F:18])([F:17])[F:19])=[CH:14][C:12]([N+:13]([O-:24])=[O:30])=[CH:11][C:10]=1[C:20]([F:21])([F:22])[F:23]. The yield is 0.733. (3) The reactants are N[C:2]1[C:3]([N:26]2[CH2:31][CH2:30][O:29][CH2:28][CH2:27]2)=[N:4][C:5]([N:14]2[CH2:19][CH2:18][N:17]([C:20]3[CH:25]=[CH:24][CH:23]=[CH:22][CH:21]=3)[CH2:16][CH2:15]2)=[N:6][C:7]=1[N:8]1[CH2:13][CH2:12][O:11][CH2:10][CH2:9]1.[CH2:32]=O.[C:34]([BH3-])#[N:35].[Na+].[OH-].[Na+]. The catalyst is C(#N)C.C(O)(=O)C. The product is [CH3:32][N:35]([CH3:34])[C:2]1[C:3]([N:26]2[CH2:31][CH2:30][O:29][CH2:28][CH2:27]2)=[N:4][C:5]([N:14]2[CH2:19][CH2:18][N:17]([C:20]3[CH:25]=[CH:24][CH:23]=[CH:22][CH:21]=3)[CH2:16][CH2:15]2)=[N:6][C:7]=1[N:8]1[CH2:13][CH2:12][O:11][CH2:10][CH2:9]1. The yield is 0.570. (4) The reactants are ClC1C=C(C(Cl)=O)C=CN=1.[Cl:11][C:12]1[CH:13]=[C:14]([CH:35]=[CH:36][N:37]=1)[C:15]([NH:17][C:18]1[CH:19]=[CH:20][C:21]([CH3:34])=[C:22]([C:24]2[CH:29]=[CH:28][C:27]([C:30]([O:32][CH3:33])=[O:31])=[CH:26][CH:25]=2)[CH:23]=1)=[O:16].NC1C=CC(C)=C(C2C=CC(C(OC)=O)=CC=2)C=1.C(N(CC)CC)C. The catalyst is C(Cl)Cl. The product is [Cl:11][C:12]1[CH:13]=[C:14]([CH:35]=[CH:36][N:37]=1)[C:15]([NH:17][C:18]1[CH:19]=[CH:20][C:21]([CH3:34])=[C:22]([C:24]2[CH:25]=[CH:26][C:27]([C:30]([O:32][CH3:33])=[O:31])=[CH:28][CH:29]=2)[CH:23]=1)=[O:16]. The yield is 0.610. (5) The reactants are [Br:1][C:2]1[CH:10]=[C:9]2[C:5]([C:6](=O)[C:7](=[O:11])[NH:8]2)=[CH:4][CH:3]=1.C(O)(=O)[CH2:14][C:15]([OH:17])=[O:16].C([O-])(=O)C.[Na+]. The catalyst is C(O)(=O)C. The product is [Br:1][C:2]1[CH:10]=[C:9]2[C:5]([C:14]([C:15]([OH:17])=[O:16])=[CH:6][C:7](=[O:11])[NH:8]2)=[CH:4][CH:3]=1. The yield is 0.880. (6) The reactants are [CH:1]1([N:5]2[CH2:11][CH2:10][C:9]3[CH:12]=[CH:13][C:14]([OH:16])=[CH:15][C:8]=3[CH2:7][CH2:6]2)[CH2:4][CH2:3][CH2:2]1.C(=O)([O-])[O-].[K+].[K+].Br[CH2:24][CH2:25][CH2:26][Cl:27]. The catalyst is CC(C)=O. The product is [Cl:27][CH2:26][CH2:25][CH2:24][O:16][C:14]1[CH:13]=[CH:12][C:9]2[CH2:10][CH2:11][N:5]([CH:1]3[CH2:4][CH2:3][CH2:2]3)[CH2:6][CH2:7][C:8]=2[CH:15]=1. The yield is 0.740. (7) The reactants are CC(C)=[CH:23][CH2:22][O:21][C:18]1C=CC(C(C2C=[CH:19][C:18]([O:21][CH2:22][CH:23]=C(C)C)=CC=2)(C)C)=C[CH:19]=1.ClC1C=[C:31]([CH:36]=CC=1)[C:32]([O:34]O)=O.[CH3:39][C:40]([C:49]1[CH:50]=[CH:51][C:52]([OH:55])=[CH:53][CH:54]=1)([C:42]1[CH:43]=[CH:44][C:45]([OH:48])=[CH:46][CH:47]=1)[CH3:41].Cl[CH2:57]Cl. No catalyst specified. The product is [O:21]1[CH:18]([CH3:19])[CH:22]1[CH2:23][O:55][C:52]1[CH:53]=[CH:54][C:49]([C:40]([C:42]2[CH:43]=[CH:44][C:45]([O:48][CH2:57][CH:32]3[O:34][CH:31]3[CH3:36])=[CH:46][CH:47]=2)([CH3:39])[CH3:41])=[CH:50][CH:51]=1. The yield is 0.750.